From a dataset of Forward reaction prediction with 1.9M reactions from USPTO patents (1976-2016). Predict the product of the given reaction. (1) Given the reactants FC(F)(F)C1C=C(C=CC=1)N.N[C:13]1[CH:14]=[C:15]([CH:27]=[CH:28][C:29]=1OC)[C:16]([NH:18]C1C=CC(F)=C(F)C=1)=[O:17], predict the reaction product. The product is: [C:16]([NH2:18])(=[O:17])[C:15]1[CH:27]=[CH:28][CH:29]=[CH:13][CH:14]=1. (2) Given the reactants [OH-].[Na+].[CH2:3]([S:5]([C:8]1[CH:33]=[CH:32][C:11]([O:12][C:13]2[C:14]([C:28]([O:30]C)=[O:29])=[CH:15][C:16]3[N:20]=[C:19]([C:21]4[CH:26]=[CH:25][CH:24]=[CH:23][N:22]=4)[NH:18][C:17]=3[CH:27]=2)=[CH:10][CH:9]=1)(=[O:7])=[O:6])[CH3:4].Cl, predict the reaction product. The product is: [CH2:3]([S:5]([C:8]1[CH:33]=[CH:32][C:11]([O:12][C:13]2[C:14]([C:28]([OH:30])=[O:29])=[CH:15][C:16]3[N:20]=[C:19]([C:21]4[CH:26]=[CH:25][CH:24]=[CH:23][N:22]=4)[NH:18][C:17]=3[CH:27]=2)=[CH:10][CH:9]=1)(=[O:6])=[O:7])[CH3:4].